From a dataset of Reaction yield outcomes from USPTO patents with 853,638 reactions. Predict the reaction yield, written as a fraction of the theoretical maximum amount of product (1.0 means a 100% yield; for example, 0.34 means a 34% yield). (1) The reactants are [NH2:1][C:2]1[C:7]([S:8](Cl)(=O)=O)=[CH:6][C:5]([Br:12])=[CH:4][N:3]=1.C1(P(C2C=CC=CC=2)C2C=CC=CC=2)C=CC=CC=1.C(=O)([O-])[O-].[K+].[K+].Br[CH2:39][CH2:40][C:41]([CH3:44])([OH:43])[CH3:42]. The catalyst is O1CCOCC1.O. The product is [NH2:1][C:2]1[C:7]([S:8][CH2:39][CH2:40][C:41]([CH3:44])([OH:43])[CH3:42])=[CH:6][C:5]([Br:12])=[CH:4][N:3]=1. The yield is 0.420. (2) The reactants are [OH:1][C:2]1[CH:3]=[C:4]([C:12]2[CH:17]=[CH:16][CH:15]=[C:14]([C:18]([F:21])([F:20])[F:19])[CH:13]=2)[CH:5]=[C:6]([CH3:11])[C:7]=1[C:8]([OH:10])=[O:9].S(=O)(=O)(O)O.[CH3:27]O. No catalyst specified. The product is [CH3:27][O:9][C:8]([C:7]1[C:6]([CH3:11])=[CH:5][C:4]([C:12]2[CH:17]=[CH:16][CH:15]=[C:14]([C:18]([F:19])([F:20])[F:21])[CH:13]=2)=[CH:3][C:2]=1[OH:1])=[O:10]. The yield is 0.450. (3) The reactants are [C:1]([C:5]1[CH:10]=[CH:9][C:8]([S:11]([NH:14][C:15]2[CH:16]=[C:17]3[C:21](=[CH:22][CH:23]=2)[NH:20][C:19]([C:24](O)=[O:25])=[C:18]3[C:27]2[CH:32]=[CH:31][C:30]([Cl:33])=[CH:29][CH:28]=2)(=[O:13])=[O:12])=[CH:7][CH:6]=1)([CH3:4])([CH3:3])[CH3:2].[CH3:34][N:35]([CH3:39])[CH2:36][CH2:37][NH2:38]. The catalyst is ClCCl.CO. The product is [CH3:34][N:35]([CH3:39])[CH2:36][CH2:37][NH:38][C:24]([C:19]1[NH:20][C:21]2[C:17]([C:18]=1[C:27]1[CH:28]=[CH:29][C:30]([Cl:33])=[CH:31][CH:32]=1)=[CH:16][C:15]([NH:14][S:11]([C:8]1[CH:7]=[CH:6][C:5]([C:1]([CH3:2])([CH3:3])[CH3:4])=[CH:10][CH:9]=1)(=[O:13])=[O:12])=[CH:23][CH:22]=2)=[O:25]. The yield is 0.290.